Dataset: Retrosynthesis with 50K atom-mapped reactions and 10 reaction types from USPTO. Task: Predict the reactants needed to synthesize the given product. (1) Given the product COc1nc2ccc(C(=O)c3ccc(C)nc3C)cc2c(Cl)c1CC(C)C, predict the reactants needed to synthesize it. The reactants are: COc1nc2ccc(C(O)c3ccc(C)nc3C)cc2c(Cl)c1CC(C)C. (2) Given the product CCCc1c(C#CCCCCOc2ccccc2CCC(=O)OC)ccc2c1OCCC2=O, predict the reactants needed to synthesize it. The reactants are: C#CCCCCOc1ccccc1CCC(=O)OC.CCCc1c(OS(=O)(=O)C(F)(F)F)ccc2c1OCCC2=O. (3) Given the product CS(=O)(=O)OC(=O)C(=NOCC(=O)O)c1nsc(N)n1, predict the reactants needed to synthesize it. The reactants are: CS(=O)(=O)Cl.Nc1nc(C(=NOCC(=O)O)C(=O)O)ns1. (4) Given the product COc1nc(C(F)(F)F)c(Br)c(CO)c1Br, predict the reactants needed to synthesize it. The reactants are: COc1nc(C(F)(F)F)c(Br)c(C=O)c1Br.